Dataset: Forward reaction prediction with 1.9M reactions from USPTO patents (1976-2016). Task: Predict the product of the given reaction. (1) Given the reactants [CH3:1][O:2][C:3](=[O:11])[C:4]1[CH:9]=[CH:8][N:7]=[CH:6][C:5]=1[NH2:10].FC(F)(F)C(O)=O.C(O[BH-](OC(=O)C)OC(=O)C)(=O)C.[Na+].[O:33]1[CH2:38][CH2:37][C:36](=O)[CH2:35][CH2:34]1.[Na], predict the reaction product. The product is: [CH3:1][O:2][C:3](=[O:11])[C:4]1[CH:9]=[CH:8][N:7]=[CH:6][C:5]=1[NH:10][CH:36]1[CH2:37][CH2:38][O:33][CH2:34][CH2:35]1. (2) Given the reactants [OH-].[Na+].Cl.[CH3:4][N:5]([CH3:12])[C:6]([NH:8][C:9]([NH2:11])=[NH:10])=[NH:7].[CH:13]1([N:19]([C@H:33]2[CH2:38][CH2:37][C@H:36]([O:39][CH2:40][CH2:41][CH3:42])[CH2:35][CH2:34]2)[C:20](=[O:32])[NH:21][C:22]2[S:23][C:24]([S:27][CH2:28][C:29]([OH:31])=[O:30])=[CH:25][N:26]=2)[CH2:18][CH2:17][CH2:16][CH2:15][CH2:14]1, predict the reaction product. The product is: [CH3:4][N:5]([CH3:12])[C:6]([NH:8][C:9]([NH2:11])=[NH:10])=[NH:7].[CH:13]1([N:19]([C@H:33]2[CH2:34][CH2:35][C@H:36]([O:39][CH2:40][CH2:41][CH3:42])[CH2:37][CH2:38]2)[C:20](=[O:32])[NH:21][C:22]2[S:23][C:24]([S:27][CH2:28][C:29]([OH:31])=[O:30])=[CH:25][N:26]=2)[CH2:14][CH2:15][CH2:16][CH2:17][CH2:18]1. (3) Given the reactants [C:1]([O:5][C:6]([N:8]1[CH:13]([C:14]2[NH:15][C:16]([C:19]3[CH:24]=[CH:23][C:22](B4OC(C)(C)C(C)(C)O4)=[CH:21][CH:20]=3)=[CH:17][N:18]=2)[CH:12]2[CH2:34][CH:9]1[CH2:10][CH2:11]2)=[O:7])([CH3:4])([CH3:3])[CH3:2].[C:35]([O:39][C:40]([N:42]1[CH:47]([C:48]2[NH:49][C:50]([C:53]3[CH:58]=[CH:57][C:56](Br)=[CH:55][CH:54]=3)=[CH:51][N:52]=2)[CH:46]2[CH2:60][CH:43]1[CH2:44][CH2:45]2)=[O:41])([CH3:38])([CH3:37])[CH3:36].C(=O)(O)[O-].[Na+], predict the reaction product. The product is: [C:35]([O:39][C:40]([N:42]1[CH:47]([C:48]2[NH:49][C:50]([C:53]3[CH:58]=[CH:57][C:56]([C:22]4[CH:21]=[CH:20][C:19]([C:16]5[NH:15][C:14]([CH:13]6[CH:12]7[CH2:34][CH:9]([CH2:10][CH2:11]7)[N:8]6[C:6]([O:5][C:1]([CH3:4])([CH3:3])[CH3:2])=[O:7])=[N:18][CH:17]=5)=[CH:24][CH:23]=4)=[CH:55][CH:54]=3)=[CH:51][N:52]=2)[CH:46]2[CH2:60][CH:43]1[CH2:44][CH2:45]2)=[O:41])([CH3:38])([CH3:37])[CH3:36]. (4) Given the reactants [CH3:1][O:2][C:3]([C:5]1[CH:10]=[C:9]([N:11]2[CH2:16][CH2:15][O:14][CH2:13][CH2:12]2)[N:8]=[C:7](Cl)[N:6]=1)=[O:4].[C:18]1(B(O)O)[CH:23]=[CH:22][CH:21]=[CH:20][CH:19]=1.C(#N)C.C(N(CC)CC)C, predict the reaction product. The product is: [CH3:1][O:2][C:3]([C:5]1[CH:10]=[C:9]([N:11]2[CH2:16][CH2:15][O:14][CH2:13][CH2:12]2)[N:8]=[C:7]([C:18]2[CH:23]=[CH:22][CH:21]=[CH:20][CH:19]=2)[N:6]=1)=[O:4].